This data is from Full USPTO retrosynthesis dataset with 1.9M reactions from patents (1976-2016). The task is: Predict the reactants needed to synthesize the given product. Given the product [ClH:29].[CH3:12][C:10]1([CH3:13])[C:9]2[N:8]=[CH:7][C:6]([NH:14][C:15](=[O:28])[C:16]3[CH:21]=[CH:20][C:19]([O:22][CH3:23])=[C:18]([C:24]([F:27])([F:26])[F:25])[CH:17]=3)=[CH:5][C:4]=2[CH2:3][NH:2][CH2:11]1, predict the reactants needed to synthesize it. The reactants are: C[N:2]1[CH2:11][C:10]([CH3:13])([CH3:12])[C:9]2[N:8]=[CH:7][C:6]([NH:14][C:15](=[O:28])[C:16]3[CH:21]=[CH:20][C:19]([O:22][CH3:23])=[C:18]([C:24]([F:27])([F:26])[F:25])[CH:17]=3)=[CH:5][C:4]=2[CH2:3]1.[Cl:29]C(OC(Cl)C)=O.ClC([O-])=O.Cl.